This data is from Full USPTO retrosynthesis dataset with 1.9M reactions from patents (1976-2016). The task is: Predict the reactants needed to synthesize the given product. (1) Given the product [CH2:3]([N:10]1[CH2:15][C:14]([CH3:17])([CH3:16])[O:13][C:12]([CH3:19])([CH3:18])[CH2:11]1)[C:4]1[CH:9]=[CH:8][CH:7]=[CH:6][CH:5]=1, predict the reactants needed to synthesize it. The reactants are: [BH4-].[Na+].[CH2:3]([N:10]1[CH2:15][C:14]([CH3:17])([CH3:16])[O:13][C:12]([CH2:19]I)([CH3:18])[CH2:11]1)[C:4]1[CH:9]=[CH:8][CH:7]=[CH:6][CH:5]=1. (2) Given the product [CH3:1][O:2][C:3]1[CH:8]=[C:7]([CH2:9][CH2:10][C:11]([N:31]2[CH2:25][CH2:24][O:28][CH2:36][CH2:33]2)=[O:13])[CH:6]=[CH:5][C:4]=1[C:14]1[CH:15]=[CH:16][C:17]([C:20]([O:22][CH3:23])=[O:21])=[CH:18][CH:19]=1, predict the reactants needed to synthesize it. The reactants are: [CH3:1][O:2][C:3]1[CH:8]=[C:7]([CH2:9][CH2:10][C:11]([OH:13])=O)[CH:6]=[CH:5][C:4]=1[C:14]1[CH:19]=[CH:18][C:17]([C:20]([O:22][CH3:23])=[O:21])=[CH:16][CH:15]=1.[C:24](Cl)(=[O:28])[C:25](Cl)=O.C[N:31]([CH:33]=O)C.Cl[CH2:36]Cl. (3) Given the product [CH3:1][C:2]1([CH3:12])[O:6][C@H:5]2[CH2:7][CH2:8][CH2:9][C@H:10]([NH:11][CH:35]3[CH2:34][CH2:33][N:32]([C:30]4[CH:29]=[CH:28][CH:27]=[C:26]([C:18]5[CH:17]=[CH:16][C:15]6[C:14]([CH3:39])([CH3:13])[CH2:23][CH2:22][C:21]([CH3:25])([CH3:24])[C:20]=6[CH:19]=5)[N:31]=4)[CH2:37][CH2:36]3)[C@H:4]2[O:3]1, predict the reactants needed to synthesize it. The reactants are: [CH3:1][C:2]1([CH3:12])[O:6][C@H:5]2[CH2:7][CH2:8][CH2:9][C@H:10]([NH2:11])[C@H:4]2[O:3]1.[CH3:13][C:14]1([CH3:39])[CH2:23][CH2:22][C:21]([CH3:25])([CH3:24])[C:20]2[CH:19]=[C:18]([C:26]3[N:31]=[C:30]([N:32]4[CH2:37][CH2:36][C:35](=O)[CH2:34][CH2:33]4)[CH:29]=[CH:28][CH:27]=3)[CH:17]=[CH:16][C:15]1=2.